From a dataset of Drug-target binding data from BindingDB using Ki measurements. Regression. Given a target protein amino acid sequence and a drug SMILES string, predict the binding affinity score between them. We predict pKi (pKi = -log10(Ki in M); higher means stronger inhibition). Dataset: bindingdb_ki. (1) The drug is Cc1nc[nH]c1CSCCN=C(N)NCCCc1cnc[nH]1. The target protein sequence is MERAPPDGLMNASGTLAGEAAAAGGARGFSAAWTAVLAALMALLIVATVLGNALVMLAFVADSSLRTQNNFFLLNLAISDFLVGAFCIPLYVPYVLTGRWTFGRGLCKLWLVVDYLLCASSVFNIVLISYDRFLSVTRAVSYRAQQGDTRRAVRKMALVWVLAFLLYGPAILSWEYLSGGSSIPEGHCYAEFFYNWYFLITASTLEFFTPFLSVTFFNLSIYLNIQRRTRLRLDGGREAGPEPPPDAQPSPPPAPPSCWGCWPKGHGEAMPLHRGSKPSASSASLEKRMKMVSQSITQRFRLSRDKKVAKSLAIIVSIFGLCWAPYTLLMIIRAACHGRCIPDY. The pKi is 7.7. (2) The small molecule is CCCCN(CC)C(=S)[S-]. The target protein sequence is MSHHWGYTEENGPAHWAKEYPQASGHRQSPVDITPSSAKKGSELNVAPLKWKYVPEHTKSLVNPGYCWRVDVNGADSELTGGPLGDQIFKLEQFHCHWGCTDSKGSEHTVDGVSYSGELHLVHWNTTKYKSFGEAAAAPDGLAVLGVFLKAGNHHAELDKVTSLLQFVLHKGDRVTLPQGCDPGQLLPDVHTYWTYEGSLTTPPCSESVIWIVFKTPIEVSDDQLNAMRNLNAYDVKEECPCNEFNGKVINNFRPPLPLGKRELREIGGH. The pKi is 8.0. (3) The drug is O=c1[nH]cnc2c([NH2+][C@H](CO)CCP(=O)([O-])[O-])c[nH]c12. The target protein (P20035) has sequence MPIPNNPGAGENAFDPVFVNDDDGYDLDSFMIPAHYKKYLTKVLVPNGVIKNRIEKLAYDIKKVYNNEEFHILCLLKGSRGFFTALLKHLSRIHNYSAVETSKPLFGEHYVRVKSYCNDQSTGTLEIVSEDLSCLKGKHVLIVEDIIDTGKTLVKFCEYLKKFEIKTVAIACLFIKRTPLWNGFKADFVGFSIPDHFVVGYSLDYNEIFRDLDHCCLVNDEGKKKYKATSL. The pKi is 9.1.